This data is from Full USPTO retrosynthesis dataset with 1.9M reactions from patents (1976-2016). The task is: Predict the reactants needed to synthesize the given product. (1) Given the product [Br:34][C:31]1[CH:32]=[CH:33][C:28]([NH:27][C:8]2[C:7]([C:5]([OH:4])=[O:6])=[CH:12][N:11]3[C:13]([CH2:16][N:17]([C:36]([O:37][C:7]([CH3:8])([CH3:12])[CH3:5])=[O:1])[CH3:18])=[CH:14][N:15]=[C:10]3[C:9]=2[Cl:26])=[C:29]([Cl:35])[CH:30]=1, predict the reactants needed to synthesize it. The reactants are: [OH-:1].[Na+].C[O:4][C:5]([C:7]1[C:8]([NH:27][C:28]2[CH:33]=[CH:32][C:31]([Br:34])=[CH:30][C:29]=2[Cl:35])=[C:9]([Cl:26])[C:10]2[N:11]([C:13]([CH2:16][NH:17][CH2:18]C(OC(C)(C)C)=O)=[CH:14][N:15]=2)[CH:12]=1)=[O:6].[CH3:36][OH:37].O.Cl. (2) Given the product [C:29]1([CH:7]([C:1]2[CH:2]=[CH:3][CH:4]=[CH:5][CH:6]=2)[CH2:8][NH:9][C:10]2[C:19]3[C:14](=[CH:15][CH:16]=[CH:17][CH:18]=3)[N:13]=[C:12]([C:20]3[CH:21]=[C:22]4[C:26](=[CH:27][CH:28]=3)[N:25]([S:36]([CH3:35])(=[O:38])=[O:37])[CH:24]=[CH:23]4)[N:11]=2)[CH:34]=[CH:33][CH:32]=[CH:31][CH:30]=1, predict the reactants needed to synthesize it. The reactants are: [C:1]1([CH:7]([C:29]2[CH:34]=[CH:33][CH:32]=[CH:31][CH:30]=2)[CH2:8][NH:9][C:10]2[C:19]3[C:14](=[CH:15][CH:16]=[CH:17][CH:18]=3)[N:13]=[C:12]([C:20]3[CH:21]=[C:22]4[C:26](=[CH:27][CH:28]=3)[NH:25][CH:24]=[CH:23]4)[N:11]=2)[CH:6]=[CH:5][CH:4]=[CH:3][CH:2]=1.[CH3:35][S:36](Cl)(=[O:38])=[O:37]. (3) Given the product [OH:8][C:9]1[C:17]2[N:16]=[C:15]([CH3:18])[N:14]([CH2:19][C:20]([O:22][CH2:23][CH3:24])=[O:21])[C:13]=2[CH:12]=[CH:11][CH:10]=1, predict the reactants needed to synthesize it. The reactants are: C([O:8][C:9]1[C:17]2[N:16]=[C:15]([CH3:18])[N:14]([CH2:19][C:20]([O:22][CH2:23][CH3:24])=[O:21])[C:13]=2[CH:12]=[CH:11][CH:10]=1)C1C=CC=CC=1.[H][H]. (4) Given the product [NH2:29][C:28]1[N:9]([C:8]2[C:10]([CH3:15])=[CH:11][C:12]([CH3:14])=[CH:13][C:7]=2[CH3:6])[C:2]([CH3:4])=[CH:1][C:30]=1[C:31]([O:33][CH2:34][CH3:35])=[O:32], predict the reactants needed to synthesize it. The reactants are: [CH3:1][C:2]([CH2:4]O)=O.[CH3:6][C:7]1[CH:13]=[C:12]([CH3:14])[CH:11]=[C:10]([CH3:15])[C:8]=1[NH2:9].O.C1(C)C=CC(S(O)(=O)=O)=CC=1.[C:28]([CH2:30][C:31]([O:33][CH2:34][CH3:35])=[O:32])#[N:29]. (5) The reactants are: [NH2:1][C:2]1[S:3][CH:4]=[C:5]([C:7](=[O:9])[CH3:8])[N:6]=1.[Li+].[BH4-].CO. Given the product [NH2:1][C:2]1[S:3][CH:4]=[C:5]([CH:7]([OH:9])[CH3:8])[N:6]=1, predict the reactants needed to synthesize it. (6) Given the product [CH3:1][O:2][C:3]1[C:10]([O:11][CH3:12])=[CH:9][CH:8]=[CH:7][C:4]=1[CH2:5][NH:6][CH2:14][CH2:13][CH2:19][S:16]([OH:18])(=[O:17])=[O:15], predict the reactants needed to synthesize it. The reactants are: [CH3:1][O:2][C:3]1[C:10]([O:11][CH3:12])=[CH:9][CH:8]=[CH:7][C:4]=1[CH2:5][NH2:6].[CH2:13]1[CH2:19][S:16](=[O:18])(=[O:17])[O:15][CH2:14]1. (7) Given the product [N:1]1([CH2:5][CH2:6][N:7]2[CH:11]=[C:10]([C:12]3[CH:17]=[CH:16][C:18]([F:19])=[C:50]([O:55][CH3:56])[CH:13]=3)[N:9]=[C:8]2[CH:22]2[CH2:27][CH2:26][N:25]([C:28]3[N:33]=[CH:32][N:31]=[C:30]([NH2:34])[C:29]=3[CH2:35][CH3:36])[CH2:24][CH2:23]2)[CH2:4][CH2:3][CH2:2]1, predict the reactants needed to synthesize it. The reactants are: [N:1]1([CH2:5][CH2:6][N:7]2[CH:11]=[C:10]([C:12]3[CH:13]=NC=[C:16]([C:18](F)(F)[F:19])[CH:17]=3)[N:9]=[C:8]2[CH:22]2[CH2:27][CH2:26][N:25]([C:28]3[N:33]=[CH:32][N:31]=[C:30]([NH2:34])[C:29]=3[CH2:35][CH3:36])[CH2:24][CH2:23]2)[CH2:4][CH2:3][CH2:2]1.N1(CCN2C=C(C3C=CC(F)=[C:50]([O:55][CH3:56])C=3)N=C2C2CCNCC2)CCC1.